This data is from Forward reaction prediction with 1.9M reactions from USPTO patents (1976-2016). The task is: Predict the product of the given reaction. (1) Given the reactants C1C=NC2N(O)N=NC=2C=1.[CH:11]([C:14]1[CH:15]=[N:16][C:17]([N:20]2[CH2:25][CH2:24][CH:23]([CH2:26][CH2:27][CH2:28][O:29][C:30]3[CH:38]=[C:37]([CH3:39])[C:33]([C:34](O)=[O:35])=[C:32]([CH3:40])[CH:31]=3)[CH2:22][CH2:21]2)=[N:18][CH:19]=1)([CH3:13])[CH3:12].CCN=C=NCCCN(C)C.CCN(CC)CC.[NH2:59][C@H:60]([CH3:63])[CH2:61][OH:62], predict the reaction product. The product is: [OH:62][CH2:61][C@H:60]([NH:59][C:34](=[O:35])[C:33]1[C:37]([CH3:39])=[CH:38][C:30]([O:29][CH2:28][CH2:27][CH2:26][CH:23]2[CH2:24][CH2:25][N:20]([C:17]3[N:16]=[CH:15][C:14]([CH:11]([CH3:12])[CH3:13])=[CH:19][N:18]=3)[CH2:21][CH2:22]2)=[CH:31][C:32]=1[CH3:40])[CH3:63]. (2) Given the reactants [CH3:1][O:2][C:3]1[CH:8]=[CH:7][N:6]=[C:5]([CH2:9][CH2:10][C:11]2[NH:20][C:14]3=[N:15][CH:16]=[C:17](Br)[CH:18]=[C:13]3[N:12]=2)[CH:4]=1.[CH3:21][O:22][C:23]1[CH:24]=[C:25](B(O)O)[CH:26]=[CH:27][C:28]=1[O:29][CH3:30].C(=O)([O-])[O-].[K+].[K+].[Cl-].[Li+], predict the reaction product. The product is: [CH3:1][O:2][C:3]1[CH:8]=[CH:7][N:6]=[C:5]([CH2:9][CH2:10][C:11]2[NH:20][C:14]3=[N:15][CH:16]=[C:17]([C:26]4[CH:25]=[CH:24][C:23]([O:22][CH3:21])=[C:28]([O:29][CH3:30])[CH:27]=4)[CH:18]=[C:13]3[N:12]=2)[CH:4]=1.